Task: Predict the product of the given reaction.. Dataset: Forward reaction prediction with 1.9M reactions from USPTO patents (1976-2016) (1) Given the reactants [C-:1]#[N:2].[K+].Cl.Cl[CH2:6][C:7]1[NH:11][C:10]2[CH2:12][CH2:13][CH2:14][CH2:15][C:9]=2[N:8]=1.C(=O)([O-])O.[Na+], predict the reaction product. The product is: [NH:8]1[C:9]2[CH2:15][CH2:14][CH2:13][CH2:12][C:10]=2[N:11]=[C:7]1[CH2:6][C:1]#[N:2]. (2) Given the reactants [CH3:1][C:2]1[S:3][CH:4]2[CH2:9][N:8]([S:10]([C:13]3[CH:18]=[CH:17][C:16]([CH3:19])=[CH:15][CH:14]=3)(=[O:12])=[O:11])[CH2:7][C:5]2(O)[N:6]=1.CS(Cl)(=O)=O.C(N(CC)CC)C, predict the reaction product. The product is: [CH3:1][C:2]1[S:3][C:4]2[CH2:9][N:8]([S:10]([C:13]3[CH:18]=[CH:17][C:16]([CH3:19])=[CH:15][CH:14]=3)(=[O:11])=[O:12])[CH2:7][C:5]=2[N:6]=1. (3) Given the reactants [C:1]1([C:7]2[O:8][C:9]([C:16]3[CH:17]=[N:18][CH:19]=[CH:20][CH:21]=3)=[C:10]([C:12](OC)=[O:13])[N:11]=2)[CH:6]=[CH:5][CH:4]=[CH:3][CH:2]=1.[H-].[Al+3].[Li+].[H-].[H-].[H-].OS([O-])(=O)=O.[K+].[OH-].[Na+], predict the reaction product. The product is: [C:1]1([C:7]2[O:8][C:9]([C:16]3[CH:17]=[N:18][CH:19]=[CH:20][CH:21]=3)=[C:10]([CH2:12][OH:13])[N:11]=2)[CH:2]=[CH:3][CH:4]=[CH:5][CH:6]=1.